From a dataset of Experimentally validated miRNA-target interactions with 360,000+ pairs, plus equal number of negative samples. Binary Classification. Given a miRNA mature sequence and a target amino acid sequence, predict their likelihood of interaction. (1) The miRNA is hsa-miR-4745-5p with sequence UGAGUGGGGCUCCCGGGACGGCG. The protein sequence of the target gene is MSLPFYQRCHQHYDLSYRNKDVRSTVSHYQREKKRSAVYTQGSTAYSSRSSAAHRRESEAFRRASASSSQQQASQHALSSEVSRKAASAYDYGSSHGLTDSSLLLDDYSSKLSPKPKRAKHSLLSGEEKENLPSDYMVPIFSGRQKHVSGITDTEEERIKEAAAYIAQRNLLASEEGITTSKQSTASKQTTASKQSTASKQSTASKQSTASRQSTASRQSVVSKQATSALQQEETSEKKSRKVVIREKAERLSLRKTLEETETYHAKLNEDHLLHAPEFIIKPRSHTVWEKENVKLHCSI.... Result: 0 (no interaction). (2) Result: 1 (interaction). The miRNA is hsa-miR-4270 with sequence UCAGGGAGUCAGGGGAGGGC. The protein sequence of the target gene is MRGTSCVGGGAESPGGAGLSEGPRGRWLRLAPVCAYFLCVSLAAVLLAVYYGLIWVPTRSPAAPAGPQPSAPSPPCAARPGVPPVPAPAAASLSCLLGVPGGPRPQLQLPLSRRRRYSDPDRRPSRQTPRETPEAAEGRRPG. (3) The miRNA is hsa-miR-548e-3p with sequence AAAAACUGAGACUACUUUUGCA. The protein sequence of the target gene is MLPLEKAFASPRSSPAPPDLPTPGSAAGVQQEEPETIPERTPADLEFSRLRFREFVYQEAAGPHQTLARLHELCRQWLMPEARSKEQMLELLVLEQFLGILPDKVRPWVVAQYPESCKKAASLVEGLADVLEEPGMLLGSPAGSSSILSDGVYERHMDPLLLPGELASPSQALGAGEIPAPSETPWLSPDPLFLEQRRVREAKTEEDGPANTEQKLKSFPEDPQHLGEWGHLDPAEENLKSYRKLLLWGYQLSQPDAASRLDTEELRLVERDPQGSSLPEGGRRQESAGCACEEAAPAGV.... Result: 0 (no interaction). (4) The miRNA is hsa-miR-941 with sequence CACCCGGCUGUGUGCACAUGUGC. The protein sequence of the target gene is MDGESEVDFSSNSITPLWRRRSIPQPHQVLGRSKPRPQSYQSPNGLLITDFPVEDGGTLLAAQIPAQVPTASDSRTVHRSPLLLGAQRRAVANGGTASPEYRAASPRLRRPKSPKLPKAVPGGSPKSPANGAVTLPAPPPPPVLRPPRTPNAPAPCTPEEDLTGLTASPVPSPTANGLAANNDSPGSGSQSGRKAKDPERGLFPGPQKSSSEQKLPLQRLPSQENELLENPSVVLSTNSPAALKVGKQQIIPKSLASEIKISKSNNQNVEPHKRLLKVRSMVEGLGGPLGHAGEESEVDN.... Result: 0 (no interaction). (5) The miRNA is mmu-miR-871-5p with sequence UAUUCAGAUUAGUGCCAGUCAUG. The protein sequence of the target gene is MAFIAKSFYDLSAISLDGEKVDFNTFRGRAVLIENVASLUGTTTRDFTQLNELQCRFPRRLVVLGFPCNQFGHQENCQNEEILNSLKYVRPGGGYQPTFTLVQKCEVNGQNEHPVFAYLKDKLPYPYDDPFSLMTDPKLIIWSPVRRSDVAWNFEKFLIGPEGEPFRRYSRTFPTINIEPDIKRLLKVAI. Result: 0 (no interaction). (6) The miRNA is ath-miR774a with sequence UUGGUUACCCAUAUGGCCAUC. The protein sequence of the target gene is MKSCGVSLATAAAAAAAAAFGDEEKKMAAGKASGESEEASPSLTAEEREALGGLDSRLFGFVRFHEDGARMKALLGKAVRCYESLILKAEGKVESDFFCQLGHFNLLLEDYPKALSAYQRYYSLQSDYWKNAAFLYGLGLVYFHYNAFQWAIKAFQEVLYVDPSFCRAKEIHLRLGLMFKVNTDYESSLKHFQLALVDCNPCTLSNAEIQFHIAHLYETQRKYHSAKEAYEQLLQTENLSAQVKATILQQLGWMHHTVDLLGDKATKESYAIQYLQKSLEADPNSGQSWYFLGRCYSSIG.... Result: 0 (no interaction). (7) The miRNA is mmu-miR-700-3p with sequence CACGCGGGAACCGAGUCCACC. The protein sequence of the target gene is MAHVSSETQDVSPKDELTASEASTRSPLCEHTFPGDSDLRSMIEEHAFQVLSQGSLLESPSYTVCVSEPDKDDDFLSLNFPRKLWKIVESDQFKSISWDENGTCIVINEELFKKEILETKAPYRIFQTDAIKSFVRQLNLYGFSKIQQNFQRSAFLATFLSEEKESSVLSKLKFYYNPNFKRGYPQLLVRVKRRIGVKNASPISTLFNEDFNKKHFRAGANMENHNSALAAEASEESLFSASKNLNMPLTRESSVRQIIANSSVPIRSGFPPPSPSTSVGPSEQIATDQHAILNQLTTIH.... Result: 0 (no interaction).